From a dataset of Reaction yield outcomes from USPTO patents with 853,638 reactions. Predict the reaction yield, written as a fraction of the theoretical maximum amount of product (1.0 means a 100% yield; for example, 0.34 means a 34% yield). (1) The yield is 0.550. The catalyst is CCO. The reactants are [C:1]([O:5][C:6]([N:8]1[CH2:15][CH:14]2[NH:16][CH:10]([CH2:11][NH:12][CH2:13]2)[CH2:9]1)=[O:7])([CH3:4])([CH3:3])[CH3:2].[F:17][C:18]1[CH:25]=[CH:24][C:21]([CH2:22]Cl)=[CH:20][CH:19]=1.C([O-])(O)=O.[Na+]. The product is [C:1]([O:5][C:6]([N:8]1[CH2:9][CH:10]2[NH:16][CH:14]([CH2:13][N:12]([CH2:22][C:21]3[CH:24]=[CH:25][C:18]([F:17])=[CH:19][CH:20]=3)[CH2:11]2)[CH2:15]1)=[O:7])([CH3:4])([CH3:2])[CH3:3]. (2) The reactants are [Cl:1][C:2]1[CH:3]=[C:4]([CH:9]=[C:10]([Cl:18])[C:11]=1[O:12][CH:13]1[CH2:17][CH2:16][CH2:15][CH2:14]1)[C:5]([O:7]C)=[O:6].[OH-].[Li+].O. The catalyst is C1COCC1. The product is [Cl:1][C:2]1[CH:3]=[C:4]([CH:9]=[C:10]([Cl:18])[C:11]=1[O:12][CH:13]1[CH2:17][CH2:16][CH2:15][CH2:14]1)[C:5]([OH:7])=[O:6]. The yield is 0.820. (3) The reactants are [F:1][C:2]1[C:10]([NH:11][CH3:12])=[CH:9][CH:8]=[CH:7]C=1C(O)=O.[C:13](Cl)(=[O:20])[C:14]1[CH:19]=[CH:18][CH:17]=[CH:16][CH:15]=1.N1C=CC=CC=1.[C:28]([O:31][CH2:32]C)(=[O:30])[CH3:29]. The catalyst is O1CCCC1. The product is [F:1][C:2]1[C:10]([N:11]([CH3:12])[C:13](=[O:20])[C:14]2[CH:19]=[CH:18][CH:17]=[CH:16][CH:15]=2)=[CH:9][CH:8]=[CH:7][C:29]=1[C:28]([O:31][CH3:32])=[O:30]. The yield is 0.640. (4) The reactants are [NH2:1][C:2]1[CH:10]=[CH:9][C:8]([Br:11])=[CH:7][C:3]=1C(O)=O.[CH3:12][Mg]Br.CC[O:17][CH2:18][CH3:19].Cl.[OH-].[Na+]. The catalyst is C1COCC1.C(OCC)(=O)C. The product is [NH2:1][C:2]1[CH:10]=[CH:9][C:8]([Br:11])=[CH:7][C:3]=1[C:18]([OH:17])([CH3:19])[CH3:12]. The yield is 0.570. (5) The reactants are [S:1]1[CH:5]=[CH:4][CH:3]=[C:2]1[C:6]1[N:7]=[C:8]([C:11]2([CH2:17][NH2:18])[CH2:16][CH2:15][O:14][CH2:13][CH2:12]2)[S:9][CH:10]=1.[F:19][C:20]([F:36])([F:35])[C:21]1[O:25][N:24]=[C:23]([C:26]2[CH:27]=[C:28]([CH:32]=[CH:33][CH:34]=2)[C:29](O)=[O:30])[N:22]=1. No catalyst specified. The product is [S:1]1[CH:5]=[CH:4][CH:3]=[C:2]1[C:6]1[N:7]=[C:8]([C:11]2([CH2:17][NH:18][C:29](=[O:30])[C:28]3[CH:32]=[CH:33][CH:34]=[C:26]([C:23]4[N:22]=[C:21]([C:20]([F:36])([F:35])[F:19])[O:25][N:24]=4)[CH:27]=3)[CH2:12][CH2:13][O:14][CH2:15][CH2:16]2)[S:9][CH:10]=1. The yield is 0.460. (6) The reactants are [N:1]1[C:8]([Cl:9])=[N:7][C:5]([Cl:6])=[N:4][C:2]=1[Cl:3].[Cl-].[Al+3].[Cl-].[Cl-].[OH-].[Na+].[C:16]1([CH3:23])[CH:21]=[CH:20][CH:19]=[C:18]([CH3:22])[CH:17]=1. The catalyst is ClC1C=CC=CC=1. The product is [N:1]1[C:8]([Cl:9])=[N:7][C:5]([Cl:6])=[N:4][C:2]=1[Cl:3].[Cl:3][C:2]1[N:4]=[C:5]([C:21]2[CH:20]=[CH:19][C:18]([CH3:22])=[CH:17][C:16]=2[CH3:23])[N:7]=[C:8]([C:21]2[CH:20]=[CH:19][C:18]([CH3:22])=[CH:17][C:16]=2[CH3:23])[N:1]=1.[CH3:23][C:16]1[CH:17]=[C:18]([CH3:22])[CH:19]=[CH:20][C:21]=1[C:2]1[N:4]=[C:5]([C:21]2[CH:20]=[CH:19][C:18]([CH3:22])=[CH:17][C:16]=2[CH3:23])[N:7]=[C:8]([C:21]2[CH:20]=[CH:19][C:18]([CH3:22])=[CH:17][C:16]=2[CH3:23])[N:1]=1. The yield is 0.910. (7) The reactants are Cl[C:2]1[N:3]([CH2:10][C@:11]2([CH3:14])[CH2:13][O:12]2)[CH:4]=[C:5]([N+:7]([O-:9])=[O:8])[N:6]=1.[F:15][C:16]1[CH:21]=[CH:20][C:19]([OH:22])=[CH:18][CH:17]=1.[H-].[Na+]. No catalyst specified. The product is [F:15][C:16]1[CH:21]=[CH:20][C:19]([O:22][CH2:13][C@:11]2([CH3:14])[O:12][C:2]3=[N:6][C:5]([N+:7]([O-:9])=[O:8])=[CH:4][N:3]3[CH2:10]2)=[CH:18][CH:17]=1. The yield is 0.746. (8) The reactants are [F:1][C:2]1[CH:7]=[CH:6][C:5]([C:8]2[CH:13]=[CH:12][C:11]([C:14]([F:17])([F:16])[F:15])=[CH:10][CH:9]=2)=[CH:4][C:3]=1[CH2:18][NH2:19].[CH2:20]([N:22]([CH2:33][C:34](O)=[O:35])[S:23]([C:26]1[CH:31]=[CH:30][C:29]([F:32])=[CH:28][CH:27]=1)(=[O:25])=[O:24])[CH3:21].CN(C(ON1N=NC2C=CC=NC1=2)=[N+](C)C)C.F[P-](F)(F)(F)(F)F.C(N(CC)C(C)C)(C)C.OS([O-])(=O)=O.[K+]. The catalyst is C(Cl)Cl. The product is [CH2:20]([N:22]([S:23]([C:26]1[CH:27]=[CH:28][C:29]([F:32])=[CH:30][CH:31]=1)(=[O:25])=[O:24])[CH2:33][C:34]([NH:19][CH2:18][C:3]1[CH:4]=[C:5]([C:8]2[CH:9]=[CH:10][C:11]([C:14]([F:16])([F:17])[F:15])=[CH:12][CH:13]=2)[CH:6]=[CH:7][C:2]=1[F:1])=[O:35])[CH3:21]. The yield is 0.480.